This data is from Reaction yield outcomes from USPTO patents with 853,638 reactions. The task is: Predict the reaction yield, written as a fraction of the theoretical maximum amount of product (1.0 means a 100% yield; for example, 0.34 means a 34% yield). (1) The reactants are [C:1](Cl)(=[O:5])[C:2](Cl)=O.[CH3:7][O:8][C:9]1[CH:10]=[C:11]([N:18]2[CH2:22][CH2:21][CH2:20][CH:19]2[C:23]([OH:25])=O)[CH:12]=[CH:13][C:14]=1[N+:15]([O-:17])=[O:16].[CH2:26]([N:28](CC)CC)[CH3:27]. The catalyst is ClCCl. The product is [CH3:7][O:8][C:9]1[CH:10]=[C:11]([N:18]2[CH2:22][CH2:21][CH2:20][CH:19]2[C:23]([N:28]2[CH2:2][CH2:1][O:5][CH2:27][CH2:26]2)=[O:25])[CH:12]=[CH:13][C:14]=1[N+:15]([O-:17])=[O:16]. The yield is 0.460. (2) The reactants are [CH2:1]([O:3][C:4](=[O:25])[C:5]([CH3:24])([CH3:23])[CH2:6][CH2:7][CH2:8][CH2:9][CH:10]([N+]#[C-])S(C1C=CC(C)=CC=1)(=O)=O)[CH3:2].[H-].[Na+].[CH3:28][OH:29].[OH2:30]. The catalyst is [I-].C([N+](CCCC)(CCCC)CCCC)CCC.CS(C)=O.OS(O)(=O)=O. The product is [OH:29][CH2:28][C:5]([CH3:23])([CH3:4])[CH2:6][CH2:7][CH2:8][C:10](=[O:30])[CH2:9][CH2:8][CH2:7][CH2:6][C:5]([CH3:23])([CH3:24])[C:4]([O:3][CH2:1][CH3:2])=[O:25]. The yield is 0.600. (3) The reactants are Br[C:2]1[CH:7]=[CH:6][C:5]([C:8]2[C:12]3[CH2:13][C:14]4[S:15][CH:16]=[CH:17][C:18]=4[C:11]=3[N:10]([CH2:19][O:20][CH2:21][CH2:22][Si:23]([CH3:26])([CH3:25])[CH3:24])[N:9]=2)=[CH:4][CH:3]=1.[N+:27]([C:30]1[CH:35]=[CH:34][C:33]([NH2:36])=[CH:32][CH:31]=1)([O-:29])=[O:28].C([O-])([O-])=O.[Cs+].[Cs+].CC1(C)C2C(=C(P(C3C=CC=CC=3)C3C=CC=CC=3)C=CC=2)OC2C(P(C3C=CC=CC=3)C3C=CC=CC=3)=CC=CC1=2. The catalyst is O1CCOCC1.CC([O-])=O.CC([O-])=O.[Pd+2]. The product is [N+:27]([C:30]1[CH:35]=[CH:34][C:33]([NH:36][C:2]2[CH:7]=[CH:6][C:5]([C:8]3[C:12]4[CH2:13][C:14]5[S:15][CH:16]=[CH:17][C:18]=5[C:11]=4[N:10]([CH2:19][O:20][CH2:21][CH2:22][Si:23]([CH3:26])([CH3:25])[CH3:24])[N:9]=3)=[CH:4][CH:3]=2)=[CH:32][CH:31]=1)([O-:29])=[O:28]. The yield is 0.710. (4) The reactants are [CH3:1][C:2]1[CH:3]=[C:4]([N:9]2[CH:13]=[CH:12][C:11]([N+:14]([O-])=O)=[N:10]2)[CH:5]=[CH:6][C:7]=1[CH3:8]. The catalyst is CO.C(OCC)(=O)C.[Pd]. The product is [CH3:1][C:2]1[CH:3]=[C:4]([N:9]2[CH:13]=[CH:12][C:11]([NH2:14])=[N:10]2)[CH:5]=[CH:6][C:7]=1[CH3:8]. The yield is 0.970. (5) The reactants are O1CCOCC1.Cl[C:8]1[CH:13]=[C:12]([CH:14]([S:23][C:24]2[CH:29]=[CH:28][C:27]([Cl:30])=[CH:26][CH:25]=2)[C:15]2[CH:20]=[C:19]([F:21])[CH:18]=[CH:17][C:16]=2[F:22])[C:11]([Cl:31])=[CH:10][N:9]=1.[NH2:32][CH2:33][C:34]([CH3:38])([CH3:37])[CH2:35][OH:36]. The catalyst is CCCCCC. The product is [Cl:31][C:11]1[C:12]([CH:14]([S:23][C:24]2[CH:25]=[CH:26][C:27]([Cl:30])=[CH:28][CH:29]=2)[C:15]2[CH:20]=[C:19]([F:21])[CH:18]=[CH:17][C:16]=2[F:22])=[CH:13][C:8]([NH:32][CH2:33][C:34]([CH3:38])([CH3:37])[CH2:35][OH:36])=[N:9][CH:10]=1. The yield is 0.900. (6) The reactants are [CH:1]1[C:13]2[CH:12]([CH2:14][O:15][C:16]([NH:18][C@H:19]([CH2:27][C:28]3[CH:29]=[N:30][CH:31]=[N:32][C:33]=3[C:34]3[CH:39]=[CH:38][CH:37]=[CH:36][C:35]=3[CH3:40])[C:20]([O:22]C(C)(C)C)=[O:21])=[O:17])[C:11]3[C:6](=[CH:7][CH:8]=[CH:9][CH:10]=3)[C:5]=2[CH:4]=[CH:3][CH:2]=1.[Cl-:41].[Ca+2].[Cl-]. The catalyst is C(O)(C(F)(F)F)=O. The product is [ClH:41].[CH:10]1[C:11]2[CH:12]([CH2:14][O:15][C:16]([NH:18][C@H:19]([CH2:27][C:28]3[CH:29]=[N:30][CH:31]=[N:32][C:33]=3[C:34]3[CH:39]=[CH:38][CH:37]=[CH:36][C:35]=3[CH3:40])[C:20]([OH:22])=[O:21])=[O:17])[C:13]3[C:5](=[CH:4][CH:3]=[CH:2][CH:1]=3)[C:6]=2[CH:7]=[CH:8][CH:9]=1. The yield is 0.980. (7) The yield is 0.770. The reactants are [F:1][C:2]([F:15])([F:14])[S:3](O[S:3]([C:2]([F:15])([F:14])[F:1])(=[O:5])=[O:4])(=[O:5])=[O:4].[CH3:16][O:17][C:18]1[CH:23]=[CH:22][CH:21]=[C:20]([NH2:24])[CH:19]=1.C(N(CC)CC)C.[OH-].[Na+]. The catalyst is C(Cl)Cl.CO. The product is [F:1][C:2]([F:15])([F:14])[S:3]([NH:24][C:20]1[CH:21]=[CH:22][CH:23]=[C:18]([O:17][CH3:16])[CH:19]=1)(=[O:5])=[O:4]. (8) The reactants are Br[C:2]1[CH:3]=[C:4]([CH2:8][NH2:9])[CH:5]=[CH:6][CH:7]=1.[CH3:10][C:11]([O:14][C:15]([N:17]1[CH2:22][CH2:21][N:20]([CH2:23][C:24]2[CH:25]=[C:26](B(O)O)[CH:27]=[CH:28][CH:29]=2)[CH2:19][CH2:18]1)=[O:16])([CH3:13])[CH3:12].C([O-])([O-])=O.[K+].[K+]. The catalyst is O1CCOCC1.O.C1C=CC([P]([Pd]([P](C2C=CC=CC=2)(C2C=CC=CC=2)C2C=CC=CC=2)([P](C2C=CC=CC=2)(C2C=CC=CC=2)C2C=CC=CC=2)[P](C2C=CC=CC=2)(C2C=CC=CC=2)C2C=CC=CC=2)(C2C=CC=CC=2)C2C=CC=CC=2)=CC=1. The product is [NH2:9][CH2:8][C:4]1[CH:3]=[C:2]([C:26]2[CH:27]=[CH:28][CH:29]=[C:24]([CH2:23][N:20]3[CH2:21][CH2:22][N:17]([C:15]([O:14][C:11]([CH3:13])([CH3:12])[CH3:10])=[O:16])[CH2:18][CH2:19]3)[CH:25]=2)[CH:7]=[CH:6][CH:5]=1. The yield is 0.840. (9) The yield is 0.960. The product is [F:20][C:14]1[CH:13]=[CH:12][C:11]([C:1]2[CH:6]=[CH:5][CH:4]=[CH:3][CH:2]=2)=[CH:16][C:15]=1[N+:17]([O-:19])=[O:18]. The catalyst is C1(C)C=CC=CC=1.C(O)C.C1C=CC([P]([Pd]([P](C2C=CC=CC=2)(C2C=CC=CC=2)C2C=CC=CC=2)([P](C2C=CC=CC=2)(C2C=CC=CC=2)C2C=CC=CC=2)[P](C2C=CC=CC=2)(C2C=CC=CC=2)C2C=CC=CC=2)(C2C=CC=CC=2)C2C=CC=CC=2)=CC=1. The reactants are [C:1]1(B(O)O)[CH:6]=[CH:5][CH:4]=[CH:3][CH:2]=1.Br[C:11]1[CH:12]=[CH:13][C:14]([F:20])=[C:15]([N+:17]([O-:19])=[O:18])[CH:16]=1.C(=O)([O-])[O-].[Na+].[Na+].